Dataset: Reaction yield outcomes from USPTO patents with 853,638 reactions. Task: Predict the reaction yield, written as a fraction of the theoretical maximum amount of product (1.0 means a 100% yield; for example, 0.34 means a 34% yield). (1) The reactants are Br[CH2:2][C:3]1[C:13]([Cl:14])=[N:12][CH:11]=[CH:10][C:4]=1[C:5]([O:7]CC)=O.Cl.[CH3:16][C:17]1[CH:18]=[C:19]([CH:28]([NH2:30])[CH3:29])[CH:20]=[CH:21][C:22]=1[O:23][C:24]([F:27])([F:26])[F:25]. No catalyst specified. The product is [Cl:14][C:13]1[C:3]2[CH2:2][N:30]([CH:28]([C:19]3[CH:20]=[CH:21][C:22]([O:23][C:24]([F:25])([F:26])[F:27])=[C:17]([CH3:16])[CH:18]=3)[CH3:29])[C:5](=[O:7])[C:4]=2[CH:10]=[CH:11][N:12]=1. The yield is 0.710. (2) The reactants are N[C:2]1[C:3]([Cl:8])=[N:4][CH:5]=[CH:6][CH:7]=1.[F:9][C:10]([F:14])([F:13])[CH2:11][OH:12].CS(O)(=O)=O.C(ON=O)(C)(C)C.[OH-].[Na+]. The catalyst is C(O)CO. The product is [Cl:8][C:3]1[C:2]([O:12][CH2:11][C:10]([F:14])([F:13])[F:9])=[CH:7][CH:6]=[CH:5][N:4]=1. The yield is 0.658.